Dataset: CYP2C9 substrate classification data from Carbon-Mangels et al.. Task: Regression/Classification. Given a drug SMILES string, predict its absorption, distribution, metabolism, or excretion properties. Task type varies by dataset: regression for continuous measurements (e.g., permeability, clearance, half-life) or binary classification for categorical outcomes (e.g., BBB penetration, CYP inhibition). Dataset: cyp2c9_substrate_carbonmangels. (1) The result is 0 (non-substrate). The compound is CCN(CC)C(=O)[C@]1(c2ccccc2)C[C@@H]1CN. (2) The drug is Nc1ccc(S(=O)(=O)c2ccc(N)cc2)cc1. The result is 1 (substrate). (3) The compound is CC[C@]1(O)C[C@H]2CN(CCc3c([nH]c4ccccc34)[C@@](C(=O)OC)(c3cc4c(cc3OC)N(C)[C@H]3[C@@](O)(C(N)=O)[C@H](O)[C@]5(CC)C=CCN6CC[C@]43[C@@H]65)C2)C1. The result is 0 (non-substrate). (4) The result is 0 (non-substrate). The compound is CCCN(CCC)S(=O)(=O)c1ccc(C(=O)O)cc1.